This data is from Forward reaction prediction with 1.9M reactions from USPTO patents (1976-2016). The task is: Predict the product of the given reaction. (1) The product is: [CH3:3][C:4]1([CH2:8][O:9][C:11]2[CH:16]=[CH:15][N:14]=[C:13]([NH2:17])[N:12]=2)[CH2:7][O:6][CH2:5]1. Given the reactants [H-].[Na+].[CH3:3][C:4]1([CH2:8][OH:9])[CH2:7][O:6][CH2:5]1.Cl[C:11]1[CH:16]=[CH:15][N:14]=[C:13]([NH2:17])[N:12]=1.O, predict the reaction product. (2) Given the reactants Br[CH2:2][C:3]([C:5]1[CH:6]=[N:7][CH:8]=[CH:9][CH:10]=1)=O.Br.[NH:12]([C:16]1[CH:17]=[C:18]([S:27]([NH2:30])(=[O:29])=[O:28])[CH:19]=[CH:20][C:21]=1[O:22][C:23]([F:26])([F:25])[F:24])[C:13]([NH2:15])=[S:14].C(N(CC)CC)C, predict the reaction product. The product is: [N:7]1[CH:8]=[CH:9][CH:10]=[C:5]([C:3]2[N:15]=[C:13]([NH:12][C:16]3[CH:17]=[C:18]([S:27]([NH2:30])(=[O:29])=[O:28])[CH:19]=[CH:20][C:21]=3[O:22][C:23]([F:24])([F:25])[F:26])[S:14][CH:2]=2)[CH:6]=1.